This data is from NCI-60 drug combinations with 297,098 pairs across 59 cell lines. The task is: Regression. Given two drug SMILES strings and cell line genomic features, predict the synergy score measuring deviation from expected non-interaction effect. (1) Drug 1: CC1C(C(CC(O1)OC2CC(OC(C2O)C)OC3=CC4=CC5=C(C(=O)C(C(C5)C(C(=O)C(C(C)O)O)OC)OC6CC(C(C(O6)C)O)OC7CC(C(C(O7)C)O)OC8CC(C(C(O8)C)O)(C)O)C(=C4C(=C3C)O)O)O)O. Drug 2: CC(C)CN1C=NC2=C1C3=CC=CC=C3N=C2N. Cell line: MALME-3M. Synergy scores: CSS=31.1, Synergy_ZIP=1.57, Synergy_Bliss=1.37, Synergy_Loewe=-1.65, Synergy_HSA=-1.30. (2) Drug 1: CC(CN1CC(=O)NC(=O)C1)N2CC(=O)NC(=O)C2. Drug 2: CCC(=C(C1=CC=CC=C1)C2=CC=C(C=C2)OCCN(C)C)C3=CC=CC=C3.C(C(=O)O)C(CC(=O)O)(C(=O)O)O. Cell line: SNB-75. Synergy scores: CSS=-1.95, Synergy_ZIP=-0.253, Synergy_Bliss=-1.84, Synergy_Loewe=-2.87, Synergy_HSA=-2.80. (3) Drug 1: CC12CCC3C(C1CCC2=O)CC(=C)C4=CC(=O)C=CC34C. Drug 2: CC12CCC3C(C1CCC2O)C(CC4=C3C=CC(=C4)O)CCCCCCCCCS(=O)CCCC(C(F)(F)F)(F)F. Cell line: M14. Synergy scores: CSS=40.9, Synergy_ZIP=2.27, Synergy_Bliss=4.08, Synergy_Loewe=2.30, Synergy_HSA=2.26. (4) Drug 1: CC1=C(C=C(C=C1)NC(=O)C2=CC=C(C=C2)CN3CCN(CC3)C)NC4=NC=CC(=N4)C5=CN=CC=C5. Drug 2: CC1=C(C(=O)C2=C(C1=O)N3CC4C(C3(C2COC(=O)N)OC)N4)N. Cell line: SF-268. Synergy scores: CSS=3.99, Synergy_ZIP=-1.22, Synergy_Bliss=3.81, Synergy_Loewe=-16.8, Synergy_HSA=-2.09.